Dataset: NCI-60 drug combinations with 297,098 pairs across 59 cell lines. Task: Regression. Given two drug SMILES strings and cell line genomic features, predict the synergy score measuring deviation from expected non-interaction effect. (1) Drug 1: C1C(C(OC1N2C=C(C(=O)NC2=O)F)CO)O. Drug 2: CCC1=C2CN3C(=CC4=C(C3=O)COC(=O)C4(CC)O)C2=NC5=C1C=C(C=C5)O. Cell line: SF-295. Synergy scores: CSS=48.8, Synergy_ZIP=-10.3, Synergy_Bliss=-11.0, Synergy_Loewe=-6.56, Synergy_HSA=-6.20. (2) Drug 1: COC1=NC(=NC2=C1N=CN2C3C(C(C(O3)CO)O)O)N. Drug 2: CC1=C(C(=O)C2=C(C1=O)N3CC4C(C3(C2COC(=O)N)OC)N4)N. Cell line: KM12. Synergy scores: CSS=30.3, Synergy_ZIP=-2.02, Synergy_Bliss=-3.93, Synergy_Loewe=-33.2, Synergy_HSA=-3.06.